Dataset: NCI-60 drug combinations with 297,098 pairs across 59 cell lines. Task: Regression. Given two drug SMILES strings and cell line genomic features, predict the synergy score measuring deviation from expected non-interaction effect. (1) Drug 1: C1=CC=C(C(=C1)C(C2=CC=C(C=C2)Cl)C(Cl)Cl)Cl. Drug 2: CC1C(C(CC(O1)OC2CC(CC3=C2C(=C4C(=C3O)C(=O)C5=C(C4=O)C(=CC=C5)OC)O)(C(=O)CO)O)N)O.Cl. Cell line: HCT116. Synergy scores: CSS=50.2, Synergy_ZIP=-6.72, Synergy_Bliss=-5.96, Synergy_Loewe=-1.69, Synergy_HSA=-0.410. (2) Drug 1: CCC1=CC2CC(C3=C(CN(C2)C1)C4=CC=CC=C4N3)(C5=C(C=C6C(=C5)C78CCN9C7C(C=CC9)(C(C(C8N6C)(C(=O)OC)O)OC(=O)C)CC)OC)C(=O)OC.C(C(C(=O)O)O)(C(=O)O)O. Drug 2: C1CN(P(=O)(OC1)NCCCl)CCCl. Cell line: A498. Synergy scores: CSS=11.4, Synergy_ZIP=-7.90, Synergy_Bliss=1.98, Synergy_Loewe=-27.9, Synergy_HSA=1.18. (3) Drug 1: C1=CN(C(=O)N=C1N)C2C(C(C(O2)CO)O)O.Cl. Drug 2: CC1CCC2CC(C(=CC=CC=CC(CC(C(=O)C(C(C(=CC(C(=O)CC(OC(=O)C3CCCCN3C(=O)C(=O)C1(O2)O)C(C)CC4CCC(C(C4)OC)OCCO)C)C)O)OC)C)C)C)OC. Cell line: M14. Synergy scores: CSS=26.4, Synergy_ZIP=-4.01, Synergy_Bliss=-1.99, Synergy_Loewe=-7.58, Synergy_HSA=-2.19. (4) Drug 1: COC1=C(C=C2C(=C1)N=CN=C2NC3=CC(=C(C=C3)F)Cl)OCCCN4CCOCC4. Drug 2: CC1=C(C=C(C=C1)NC(=O)C2=CC=C(C=C2)CN3CCN(CC3)C)NC4=NC=CC(=N4)C5=CN=CC=C5. Cell line: SF-268. Synergy scores: CSS=11.8, Synergy_ZIP=0.690, Synergy_Bliss=4.59, Synergy_Loewe=-0.101, Synergy_HSA=2.94. (5) Drug 1: CN(CCCl)CCCl.Cl. Drug 2: CS(=O)(=O)OCCCCOS(=O)(=O)C. Cell line: MDA-MB-231. Synergy scores: CSS=15.5, Synergy_ZIP=-2.50, Synergy_Bliss=3.13, Synergy_Loewe=-10.8, Synergy_HSA=3.92. (6) Drug 1: CC1=CC2C(CCC3(C2CCC3(C(=O)C)OC(=O)C)C)C4(C1=CC(=O)CC4)C. Drug 2: C1CC(C1)(C(=O)O)C(=O)O.[NH2-].[NH2-].[Pt+2]. Cell line: HS 578T. Synergy scores: CSS=15.9, Synergy_ZIP=-0.229, Synergy_Bliss=-0.833, Synergy_Loewe=-13.0, Synergy_HSA=-5.88. (7) Drug 1: C1CN1P(=S)(N2CC2)N3CC3. Synergy scores: CSS=8.39, Synergy_ZIP=-14.0, Synergy_Bliss=-13.3, Synergy_Loewe=-22.4, Synergy_HSA=-13.5. Drug 2: CC12CCC3C(C1CCC2O)C(CC4=C3C=CC(=C4)O)CCCCCCCCCS(=O)CCCC(C(F)(F)F)(F)F. Cell line: LOX IMVI.